Dataset: Catalyst prediction with 721,799 reactions and 888 catalyst types from USPTO. Task: Predict which catalyst facilitates the given reaction. (1) Reactant: [C:1]([O:5][C:6]([N:8]1[CH2:13][CH2:12][NH:11][CH2:10][CH2:9]1)=[O:7])([CH3:4])([CH3:3])[CH3:2].[C:14]1(=O)[CH2:17][CH2:16][CH2:15]1.C(O[BH-](OC(=O)C)OC(=O)C)(=O)C.[Na+]. Product: [C:1]([O:5][C:6]([N:8]1[CH2:13][CH2:12][N:11]([CH:14]2[CH2:17][CH2:16][CH2:15]2)[CH2:10][CH2:9]1)=[O:7])([CH3:4])([CH3:2])[CH3:3]. The catalyst class is: 2. (2) Reactant: [Cl:1][C:2]1[C:3]([O:14][CH2:15][CH:16](O)[CH2:17][N:18]2[CH2:23][CH2:22][CH:21]([N:24]([CH2:32][C:33]3[N:38]=[CH:37][C:36]4[O:39][CH2:40][CH2:41][O:42][C:35]=4[CH:34]=3)[C:25](=[O:31])[O:26][C:27]([CH3:30])([CH3:29])[CH3:28])[CH2:20][CH2:19]2)=[C:4]2[C:9](=[CH:10][CH:11]=1)[N:8]=[CH:7][C:6]([O:12]C)=[N:5]2.C(N(C(C)C)CC)(C)C.CS(OS(C)(=O)=O)(=O)=O. Product: [Cl:1][C:2]1[CH:11]=[CH:10][C:9]2[N:8]=[CH:7][C:6](=[O:12])[N:5]3[CH:16]([CH2:17][N:18]4[CH2:23][CH2:22][CH:21]([N:24]([CH2:32][C:33]5[N:38]=[CH:37][C:36]6[O:39][CH2:40][CH2:41][O:42][C:35]=6[CH:34]=5)[C:25](=[O:31])[O:26][C:27]([CH3:28])([CH3:30])[CH3:29])[CH2:20][CH2:19]4)[CH2:15][O:14][C:3]=1[C:4]=23. The catalyst class is: 22. (3) Reactant: [NH2:1][C:2]1[N:10]=[C:9]([CH2:11][O:12][CH3:13])[CH:8]=[CH:7][C:3]=1[C:4]([OH:6])=O.[F:14][C:15]([F:32])([F:31])[C:16]1[CH:17]=[C:18]([O:22][C:23]2[CH:30]=[CH:29][C:26]([CH2:27][NH2:28])=[CH:25][CH:24]=2)[CH:19]=[CH:20][CH:21]=1.CN([P+](ON1N=NC2C=CC=CC1=2)(N(C)C)N(C)C)C.F[P-](F)(F)(F)(F)F.C(=O)(O)[O-].[Na+]. Product: [F:14][C:15]([F:31])([F:32])[C:16]1[CH:17]=[C:18]([O:22][C:23]2[CH:30]=[CH:29][C:26]([CH2:27][NH:28][C:4](=[O:6])[C:3]3[CH:7]=[CH:8][C:9]([CH2:11][O:12][CH3:13])=[N:10][C:2]=3[NH2:1])=[CH:25][CH:24]=2)[CH:19]=[CH:20][CH:21]=1. The catalyst class is: 338.